Dataset: Forward reaction prediction with 1.9M reactions from USPTO patents (1976-2016). Task: Predict the product of the given reaction. (1) Given the reactants Br[C:2]1[CH:7]=[C:6]([F:8])[C:5]([O:9][CH3:10])=[CH:4][C:3]=1[F:11].C([Li])CCC.CN([CH:20]=[O:21])C, predict the reaction product. The product is: [F:11][C:3]1[CH:4]=[C:5]([O:9][CH3:10])[C:6]([F:8])=[CH:7][C:2]=1[CH:20]=[O:21]. (2) Given the reactants [Cl:1][C:2]1[C:11]([O:12][CH2:13][C:14]2[CH:19]=[CH:18][C:17]([O:20][CH3:21])=[CH:16][CH:15]=2)=[C:10]([O:22][CH2:23][C:24]2[CH:29]=[CH:28][C:27]([O:30][CH3:31])=[CH:26][CH:25]=2)[CH:9]=[C:8]2[C:3]=1[C:4](=[O:36])[C:5]([CH:34]=O)=[N:6][N:7]2[CH2:32][CH3:33].[NH:37]1[CH2:41][CH2:40][CH2:39][CH2:38]1.C(O[BH-](OC(=O)C)OC(=O)C)(=O)C.[Na+], predict the reaction product. The product is: [Cl:1][C:2]1[C:11]([O:12][CH2:13][C:14]2[CH:15]=[CH:16][C:17]([O:20][CH3:21])=[CH:18][CH:19]=2)=[C:10]([O:22][CH2:23][C:24]2[CH:29]=[CH:28][C:27]([O:30][CH3:31])=[CH:26][CH:25]=2)[CH:9]=[C:8]2[C:3]=1[C:4](=[O:36])[C:5]([CH2:34][N:37]1[CH2:41][CH2:40][CH2:39][CH2:38]1)=[N:6][N:7]2[CH2:32][CH3:33]. (3) The product is: [CH2:1]([C:3]1([C:12]2[CH:13]=[C:14]([CH:32]=[CH:33][CH:34]=2)[O:15][C:16]2[CH:23]=[C:22]([C:24]([OH:25])([C:26]3[N:27]([CH3:31])[CH:28]=[N:29][CH:30]=3)[CH3:35])[CH:21]=[CH:20][C:17]=2[C:18]#[N:19])[CH2:9][CH2:8][CH2:7][CH2:6][N:5]([CH3:10])[C:4]1=[O:11])[CH3:2]. Given the reactants [CH2:1]([C:3]1([C:12]2[CH:13]=[C:14]([CH:32]=[CH:33][CH:34]=2)[O:15][C:16]2[CH:23]=[C:22]([C:24]([C:26]3[N:27]([CH3:31])[CH:28]=[N:29][CH:30]=3)=[O:25])[CH:21]=[CH:20][C:17]=2[C:18]#[N:19])[CH2:9][CH2:8][CH2:7][CH2:6][N:5]([CH3:10])[C:4]1=[O:11])[CH3:2].[CH3:35][Mg+].[Br-], predict the reaction product. (4) Given the reactants C([BH3-])#N.[Na+].[N:5]1([CH2:10][CH2:11][CH2:12][C:13]2[C:21]3[C:16](=[CH:17][CH:18]=[CH:19][CH:20]=3)[NH:15][CH:14]=2)[CH2:9][CH2:8][CH2:7][CH2:6]1, predict the reaction product. The product is: [N:5]1([CH2:10][CH2:11][CH2:12][CH:13]2[C:21]3[C:16](=[CH:17][CH:18]=[CH:19][CH:20]=3)[NH:15][CH2:14]2)[CH2:6][CH2:7][CH2:8][CH2:9]1. (5) Given the reactants C[Si](I)(C)C.[O:6]1[CH:10]=[CH:9][CH:8]=[C:7]1[C:11]1[CH:12]=[C:13]2[C:17](=[CH:18][C:19]=1[C:20]1[CH:25]=[CH:24][C:23]([O:26]CC3C=CC=CC=3)=[CH:22][CH:21]=1)[NH:16][N:15]=[C:14]2[NH:34][C:35](=[O:39])[CH2:36][CH2:37][CH3:38], predict the reaction product. The product is: [O:6]1[CH:10]=[CH:9][CH:8]=[C:7]1[C:11]1[CH:12]=[C:13]2[C:17](=[CH:18][C:19]=1[C:20]1[CH:21]=[CH:22][C:23]([OH:26])=[CH:24][CH:25]=1)[NH:16][N:15]=[C:14]2[NH:34][C:35](=[O:39])[CH2:36][CH2:37][CH3:38].